From a dataset of Forward reaction prediction with 1.9M reactions from USPTO patents (1976-2016). Predict the product of the given reaction. (1) Given the reactants [Cl:1][S:2]([OH:5])(=O)=[O:3].[CH:6]1([C:11]2[C:15]3[N:16]=[C:17]([C:21]4[CH:26]=[CH:25][CH:24]=[CH:23][C:22]=4[O:27][CH2:28][CH3:29])[NH:18][C:19](=[O:20])[C:14]=3[O:13][N:12]=2)[CH2:10][CH2:9][CH2:8][CH2:7]1, predict the reaction product. The product is: [CH:6]1([C:11]2[C:15]3[N:16]=[C:17]([C:21]4[CH:26]=[C:25]([S:2]([Cl:1])(=[O:5])=[O:3])[CH:24]=[CH:23][C:22]=4[O:27][CH2:28][CH3:29])[NH:18][C:19](=[O:20])[C:14]=3[O:13][N:12]=2)[CH2:7][CH2:8][CH2:9][CH2:10]1. (2) Given the reactants COC(=O)C1C=CC=C(N[C:11](=[O:38])[CH2:12][N:13]2[N:19]=[C:18]([CH:20]3[CH2:25][CH2:24][CH2:23][CH2:22][CH2:21]3)[C:17]3[CH:26]=[CH:27][CH:28]=[CH:29][C:16]=3[N:15]([CH2:30][C:31](=[O:36])[C:32]([CH3:35])([CH3:34])[CH3:33])[C:14]2=[O:37])C=1.C1(C2C3C=CC=CC=3N([CH2:57][C:58](C3CCCC3)=[O:59])C(=O)N(CC(O)=O)N=2)CCCCC1.C(OC(=O)CN1C2C(=CC=C(N)C=2)C=C1)C.C1(C2C3C=CC=CC=3N(CC(=O)C(C)(C)C)C(=O)N(CC(O)=O)N=2)CCCCC1.COC(=O)C1C=CC=C(N)C=1, predict the reaction product. The product is: [CH2:58]([O:59][C:11](=[O:38])[CH2:12][N:13]1[N:19]=[C:18]([CH:20]2[CH2:21][CH2:22][CH2:23][CH2:24][CH2:25]2)[C:17]2[CH:26]=[CH:27][CH:28]=[CH:29][C:16]=2[N:15]([CH2:30][C:31](=[O:36])[C:32]([CH3:34])([CH3:33])[CH3:35])[C:14]1=[O:37])[CH3:57]. (3) Given the reactants [N:1]1([CH2:7][CH2:8][N:9]([CH2:21][CH2:22][CH3:23])[CH:10]2[CH2:19][CH2:18][C:17]3[C:16]([OH:20])=[CH:15][CH:14]=[CH:13][C:12]=3[CH2:11]2)[CH2:6][CH2:5][NH:4][CH2:3][CH2:2]1.[O:24]1[C:28]2[CH:29]=[CH:30][CH:31]=[CH:32][C:27]=2[CH:26]=[C:25]1[C:33](O)=[O:34], predict the reaction product. The product is: [O:24]1[C:28]2[CH:29]=[CH:30][CH:31]=[CH:32][C:27]=2[CH:26]=[C:25]1[C:33]([N:4]1[CH2:5][CH2:6][N:1]([CH2:7][CH2:8][N:9]([CH:10]2[CH2:19][CH2:18][C:17]3[C:12](=[CH:13][CH:14]=[CH:15][C:16]=3[OH:20])[CH2:11]2)[CH2:21][CH2:22][CH3:23])[CH2:2][CH2:3]1)=[O:34]. (4) Given the reactants [CH2:1]([CH:3]([C:6]1[C:10]([CH2:11][CH2:12][CH2:13][OH:14])=[CH:9][N:8]([C:15]2[CH:20]=[CH:19][C:18]([C:21]([F:24])([F:23])[F:22])=[CH:17][N:16]=2)[N:7]=1)[CH2:4][CH3:5])[CH3:2].O[C:26]1[C:31]([CH3:32])=[CH:30][CH:29]=[CH:28][C:27]=1[CH2:33][C:34]([O:36]C)=[O:35].C(P(CCCC)CCCC)CCC.N(C(N1CCCCC1)=O)=NC(N1CCCCC1)=O, predict the reaction product. The product is: [CH2:1]([CH:3]([C:6]1[C:10]([CH2:11][CH2:12][CH2:13][O:14][C:26]2[C:31]([CH3:32])=[CH:30][CH:29]=[CH:28][C:27]=2[CH2:33][C:34]([OH:36])=[O:35])=[CH:9][N:8]([C:15]2[CH:20]=[CH:19][C:18]([C:21]([F:23])([F:24])[F:22])=[CH:17][N:16]=2)[N:7]=1)[CH2:4][CH3:5])[CH3:2]. (5) Given the reactants [CH2:1]([NH:8][C:9]([N:11]1[CH:16]2[C@H:17]([CH3:41])[N:18]([CH2:30][C:31]3[CH:32]=[CH:33][CH:34]=[C:35]4[C:40]=3[N:39]=[CH:38][CH:37]=[CH:36]4)[C:19](=[O:29])[C@H:20]([CH2:21][C:22]3[CH:27]=[CH:26][C:25]([OH:28])=[CH:24][CH:23]=3)[N:15]2[C:14](=[O:42])[CH2:13][N:12]1[CH3:43])=[O:10])[C:2]1[CH:7]=[CH:6][CH:5]=[CH:4][CH:3]=1.C1COCC1.[C:49](Cl)(=[O:65])[CH2:50][CH2:51][CH2:52][CH2:53][CH2:54][CH2:55][CH2:56][CH2:57][CH2:58][CH2:59][CH2:60][CH2:61][CH2:62][CH2:63][CH3:64].C(N(CC)CC)C, predict the reaction product. The product is: [C:49]([O:28][C:25]1[CH:24]=[CH:23][C:22]([CH2:21][C@@H:20]2[N:15]3[CH:16]([N:11]([C:9](=[O:10])[NH:8][CH2:1][C:2]4[CH:3]=[CH:4][CH:5]=[CH:6][CH:7]=4)[N:12]([CH3:43])[CH2:13][C:14]3=[O:42])[C@H:17]([CH3:41])[N:18]([CH2:30][C:31]3[CH:32]=[CH:33][CH:34]=[C:35]4[C:40]=3[N:39]=[CH:38][CH:37]=[CH:36]4)[C:19]2=[O:29])=[CH:27][CH:26]=1)(=[O:65])[CH2:50][CH2:51][CH2:52][CH2:53][CH2:54][CH2:55][CH2:56][CH2:57][CH2:58][CH2:59][CH2:60][CH2:61][CH2:62][CH2:63][CH3:64]. (6) The product is: [NH:18]1[C:19]2[CH:25]=[CH:24][CH:23]=[CH:22][C:20]=2[N:21]=[C:17]1[N:4]1[CH2:5][C:6]2[CH:11]=[CH:10][C:9]([C:12]([O:14][CH3:15])=[O:13])=[CH:8][C:7]=2[O:1][CH2:2][CH2:3]1. Given the reactants [O:1]1[C:7]2[CH:8]=[C:9]([C:12]([O:14][CH3:15])=[O:13])[CH:10]=[CH:11][C:6]=2[CH2:5][NH:4][CH2:3][CH2:2]1.Br[C:17]1[NH:21][C:20]2[CH:22]=[CH:23][CH:24]=[CH:25][C:19]=2[N:18]=1.OP([O-])(O)=O.[K+], predict the reaction product.